Dataset: Peptide-MHC class I binding affinity with 185,985 pairs from IEDB/IMGT. Task: Regression. Given a peptide amino acid sequence and an MHC pseudo amino acid sequence, predict their binding affinity value. This is MHC class I binding data. The peptide sequence is QMNSLRAEDTA. The MHC is HLA-A02:01 with pseudo-sequence HLA-A02:01. The binding affinity (normalized) is 0.249.